Predict which catalyst facilitates the given reaction. From a dataset of Catalyst prediction with 721,799 reactions and 888 catalyst types from USPTO. (1) The catalyst class is: 25. Product: [C:10]([C:9]1[C:8]([O:13][CH3:14])=[CH:7][C:6]([F:15])=[C:5]([C@@H:3]2[O:4][CH2:31][C@H:25]3[CH2:24][N:23]([C:16]([O:18][C:19]([CH3:20])([CH3:21])[CH3:22])=[O:17])[CH2:28][CH2:27][N:26]3[CH2:2]2)[CH:12]=1)#[N:11]. Reactant: Br[CH2:2][C:3]([C:5]1[C:6]([F:15])=[CH:7][C:8]([O:13][CH3:14])=[C:9]([CH:12]=1)[C:10]#[N:11])=[O:4].[C:16]([N:23]1[CH2:28][CH2:27][NH:26][CH2:25][C@@H:24]1CO)([O:18][C:19]([CH3:22])([CH3:21])[CH3:20])=[O:17].[CH3:31]CN(C(C)C)C(C)C.C1COCC1. (2) Reactant: [C:1]([C:3]1[CH:8]=[CH:7][N:6]=[C:5]([O:9][C@H:10]2[CH2:15][N:14](C(OC(C)(C)C)=O)[C@H:13]([CH3:23])[CH2:12][CH2:11]2)[C:4]=1OC)#[N:2].[ClH:26]. Product: [ClH:26].[CH3:23][C@H:13]1[NH:14][CH2:15][C@H:10]([O:9][C:5]2[CH:4]=[C:3]([C:1]#[N:2])[CH:8]=[CH:7][N:6]=2)[CH2:11][CH2:12]1. The catalyst class is: 2. (3) The catalyst class is: 235. Product: [Si:1]([O:8][CH:9]([C:11]1[CH:12]=[CH:13][C:14]2[CH:25]=[CH:24][C:18]3=[N:19][CH:20]=[C:21]([C:32]4[CH:31]=[N:30][N:29]([CH3:28])[CH:33]=4)[CH:22]=[C:17]3[C:16](=[O:26])[C:15]=2[CH:27]=1)[CH3:10])([C:4]([CH3:7])([CH3:6])[CH3:5])([CH3:3])[CH3:2]. Reactant: [Si:1]([O:8][CH:9]([C:11]1[CH:12]=[CH:13][C:14]2[CH:25]=[CH:24][C:18]3=[N:19][CH:20]=[C:21](Cl)[CH:22]=[C:17]3[C:16](=[O:26])[C:15]=2[CH:27]=1)[CH3:10])([C:4]([CH3:7])([CH3:6])[CH3:5])([CH3:3])[CH3:2].[CH3:28][N:29]1[CH:33]=[C:32](B2OC(C)(C)C(C)(C)O2)[CH:31]=[N:30]1.C(=O)([O-])[O-].[Na+].[Na+].